Regression. Given two drug SMILES strings and cell line genomic features, predict the synergy score measuring deviation from expected non-interaction effect. From a dataset of NCI-60 drug combinations with 297,098 pairs across 59 cell lines. (1) Drug 1: CC12CCC3C(C1CCC2O)C(CC4=C3C=CC(=C4)O)CCCCCCCCCS(=O)CCCC(C(F)(F)F)(F)F. Drug 2: CCC1(C2=C(COC1=O)C(=O)N3CC4=CC5=C(C=CC(=C5CN(C)C)O)N=C4C3=C2)O.Cl. Cell line: A549. Synergy scores: CSS=17.0, Synergy_ZIP=3.58, Synergy_Bliss=2.46, Synergy_Loewe=-30.1, Synergy_HSA=0.932. (2) Drug 1: CC1=C2C(C(=O)C3(C(CC4C(C3C(C(C2(C)C)(CC1OC(=O)C(C(C5=CC=CC=C5)NC(=O)OC(C)(C)C)O)O)OC(=O)C6=CC=CC=C6)(CO4)OC(=O)C)OC)C)OC. Drug 2: C1=CC(=CC=C1CC(C(=O)O)N)N(CCCl)CCCl.Cl. Cell line: NCIH23. Synergy scores: CSS=35.5, Synergy_ZIP=-7.10, Synergy_Bliss=-8.36, Synergy_Loewe=-21.2, Synergy_HSA=-6.19. (3) Drug 1: CC1=C(C(CCC1)(C)C)C=CC(=CC=CC(=CC(=O)O)C)C. Drug 2: CC1=C(C=C(C=C1)C(=O)NC2=CC(=CC(=C2)C(F)(F)F)N3C=C(N=C3)C)NC4=NC=CC(=N4)C5=CN=CC=C5. Cell line: HOP-62. Synergy scores: CSS=24.2, Synergy_ZIP=3.96, Synergy_Bliss=8.26, Synergy_Loewe=8.78, Synergy_HSA=9.39. (4) Drug 1: CN1CCC(CC1)COC2=C(C=C3C(=C2)N=CN=C3NC4=C(C=C(C=C4)Br)F)OC. Drug 2: CC1=CC2C(CCC3(C2CCC3(C(=O)C)OC(=O)C)C)C4(C1=CC(=O)CC4)C. Cell line: EKVX. Synergy scores: CSS=21.1, Synergy_ZIP=-2.34, Synergy_Bliss=-2.16, Synergy_Loewe=-33.7, Synergy_HSA=1.70.